Dataset: Catalyst prediction with 721,799 reactions and 888 catalyst types from USPTO. Task: Predict which catalyst facilitates the given reaction. (1) Reactant: [Cl:1][C:2]1[CH:10]=[CH:9][C:8](F)=[CH:7][C:3]=1[C:4]([NH2:6])=[O:5].[NH:12]1[CH2:17][CH2:16][O:15][CH2:14][CH2:13]1. Product: [Cl:1][C:2]1[CH:10]=[CH:9][C:8]([N:12]2[CH2:17][CH2:16][O:15][CH2:14][CH2:13]2)=[CH:7][C:3]=1[C:4]([NH2:6])=[O:5]. The catalyst class is: 179. (2) Reactant: [CH3:1][S:2]([NH:5][C:6]1[CH:20]=[CH:19][C:9]2[N:10]([CH2:14][C:15]([O:17][CH3:18])=[O:16])[C:11](=[O:13])[O:12][C:8]=2[CH:7]=1)(=[O:4])=[O:3].[C:21](O[C:21]([O:23][C:24]([CH3:27])([CH3:26])[CH3:25])=[O:22])([O:23][C:24]([CH3:27])([CH3:26])[CH3:25])=[O:22]. Product: [C:24]([O:23][C:21]([N:5]([C:6]1[CH:20]=[CH:19][C:9]2[N:10]([CH2:14][C:15]([O:17][CH3:18])=[O:16])[C:11](=[O:13])[O:12][C:8]=2[CH:7]=1)[S:2]([CH3:1])(=[O:3])=[O:4])=[O:22])([CH3:27])([CH3:26])[CH3:25]. The catalyst class is: 79. (3) The catalyst class is: 62. Product: [Br:1][C:2]1[CH:8]=[C:7]([S:9]([CH3:12])(=[O:11])=[O:10])[CH:6]=[CH:5][C:3]=1[NH:4][C:17]1[CH:16]=[CH:15][C:14]([F:13])=[CH:19][C:18]=1[F:20]. Reactant: [Br:1][C:2]1[CH:8]=[C:7]([S:9]([CH3:12])(=[O:11])=[O:10])[CH:6]=[CH:5][C:3]=1[NH2:4].[F:13][C:14]1[CH:19]=[C:18]([F:20])[CH:17]=[CH:16][C:15]=1I.CC(C1C=C(C(C)C)C(C2C=CC=CC=2P(C2CCCCC2)C2CCCCC2)=C(C(C)C)C=1)C.C(=O)([O-])[O-].[Cs+].[Cs+]. (4) Reactant: [CH3:1][O:2][C:3]1[CH:4]=[C:5]2[C:10](=[CH:11][CH:12]=1)[N:9]=[CH:8][CH:7]=[CH:6]2.[OH:13]O.[OH-].[NH4+]. Product: [CH3:1][O:2][C:3]1[CH:4]=[C:5]2[C:10](=[CH:11][CH:12]=1)[N+:9]([O-:13])=[CH:8][CH:7]=[CH:6]2. The catalyst class is: 15. (5) Reactant: [CH3:1][C:2]1[CH:8]=[C:7]([CH3:9])[C:5](N)=[C:4]([N+:10]([O-:12])=[O:11])[CH:3]=1.N([O-])=O.[Na+].[Cu]C#N.[ClH:20]. Product: [Cl:20][C:5]1[C:4]([N+:10]([O-:12])=[O:11])=[CH:3][C:2]([CH3:1])=[CH:8][C:7]=1[CH3:9]. The catalyst class is: 86. (6) Reactant: [CH3:1][N:2]1[C:7](=[O:8])[C:6]2[C:9]([S:23][C:24]3[CH:29]=[CH:28][C:27]([N+:30]([O-])=O)=[CH:26][CH:25]=3)=[C:10]([CH2:12][C:13]3[C:22]4[C:17](=[CH:18][CH:19]=[CH:20][CH:21]=4)[CH:16]=[CH:15][CH:14]=3)[S:11][C:5]=2[N:4]([CH2:33][CH:34]([CH3:36])[CH3:35])[C:3]1=[O:37].[Cl-].[NH4+].[OH-].[Na+]. Product: [NH2:30][C:27]1[CH:28]=[CH:29][C:24]([S:23][C:9]2[C:6]3[C:7](=[O:8])[N:2]([CH3:1])[C:3](=[O:37])[N:4]([CH2:33][CH:34]([CH3:36])[CH3:35])[C:5]=3[S:11][C:10]=2[CH2:12][C:13]2[C:22]3[C:17](=[CH:18][CH:19]=[CH:20][CH:21]=3)[CH:16]=[CH:15][CH:14]=2)=[CH:25][CH:26]=1. The catalyst class is: 190.